This data is from Full USPTO retrosynthesis dataset with 1.9M reactions from patents (1976-2016). The task is: Predict the reactants needed to synthesize the given product. (1) Given the product [CH2:22]([O:29][CH2:30][C:31]([O:1][C:2]1[C:15]2[C:14](=[O:16])[C:13]3[C:8](=[CH:9][CH:10]=[CH:11][C:12]=3[O:17][C:35](=[O:43])[CH2:34][O:37][CH2:38][C:39]3[CH:6]=[CH:15][CH:2]=[CH:3][CH:4]=3)[C:7](=[O:18])[C:6]=2[CH:5]=[C:4]([C:19]([OH:21])=[O:20])[CH:3]=1)=[O:32])[C:23]1[CH:28]=[CH:27][CH:26]=[CH:25][CH:24]=1, predict the reactants needed to synthesize it. The reactants are: [OH:1][C:2]1[C:15]2[C:14](=[O:16])[C:13]3[C:8](=[CH:9][CH:10]=[CH:11][C:12]=3[OH:17])[C:7](=[O:18])[C:6]=2[CH:5]=[C:4]([C:19]([OH:21])=[O:20])[CH:3]=1.[CH2:22]([O:29][CH2:30][C:31](Cl)=[O:32])[C:23]1[CH:28]=[CH:27][CH:26]=[CH:25][CH:24]=1.[C:34]([O:37][CH2:38][CH3:39])(=O)[CH3:35].ClCCl.[OH2:43]. (2) Given the product [CH3:4][C:3]([NH:6][C:7]([C:9]1[C:10]2[CH2:11][C@H:12]3[CH2:24][C@H:13]3[C:14]=2[N:15]([C:17]2[CH:22]=[C:21]([Cl:23])[CH:20]=[CH:19][N:18]=2)[N:16]=1)=[O:8])([C:1]1[NH:27][N:26]=[N:25][N:2]=1)[CH3:5], predict the reactants needed to synthesize it. The reactants are: [C:1]([C:3]([NH:6][C:7]([C:9]1[C:10]2[CH2:11][C@H:12]3[CH2:24][C@H:13]3[C:14]=2[N:15]([C:17]2[CH:22]=[C:21]([Cl:23])[CH:20]=[CH:19][N:18]=2)[N:16]=1)=[O:8])([CH3:5])[CH3:4])#[N:2].[N-:25]=[N+:26]=[N-:27].[Na+].Cl.C(N(CC)CC)C. (3) Given the product [CH3:19][O:20][C:21]([C@H:22]([O:6][C:5](=[O:7])[CH2:4][CH:3]=[C:2]([CH3:1])[CH2:8][CH2:9][C:10]1[C:15]([CH3:17])([CH3:16])[CH2:14][CH2:13][CH2:12][C:11]=1[CH3:18])[C:24]1[CH:29]=[CH:28][CH:27]=[CH:26][CH:25]=1)=[O:30], predict the reactants needed to synthesize it. The reactants are: [CH3:1]/[C:2](/[CH2:8][CH2:9][C:10]1[C:15]([CH3:17])([CH3:16])[CH2:14][CH2:13][CH2:12][C:11]=1[CH3:18])=[CH:3]\[CH2:4][C:5]([OH:7])=[O:6].[CH3:19][O:20][C:21](=[O:30])[C@@H:22]([C:24]1[CH:29]=[CH:28][CH:27]=[CH:26][CH:25]=1)O.CO.C1CCC(N=C=NC2CCCCC2)CC1. (4) Given the product [NH2:12][C:7]1[C:6]2[N:13]=[C:14]([CH2:16][CH2:17][CH3:18])[S:15][C:5]=2[C:4]2[CH:3]=[C:2]([C:24]3[CH:25]=[CH:26][C:21]([CH2:20][OH:19])=[CH:22][CH:23]=3)[CH:11]=[CH:10][C:9]=2[N:8]=1, predict the reactants needed to synthesize it. The reactants are: Br[C:2]1[CH:11]=[CH:10][C:9]2[N:8]=[C:7]([NH2:12])[C:6]3[N:13]=[C:14]([CH2:16][CH2:17][CH3:18])[S:15][C:5]=3[C:4]=2[CH:3]=1.[OH:19][CH2:20][C:21]1[CH:26]=[CH:25][C:24](B(O)O)=[CH:23][CH:22]=1.